From a dataset of CYP1A2 inhibition data for predicting drug metabolism from PubChem BioAssay. Regression/Classification. Given a drug SMILES string, predict its absorption, distribution, metabolism, or excretion properties. Task type varies by dataset: regression for continuous measurements (e.g., permeability, clearance, half-life) or binary classification for categorical outcomes (e.g., BBB penetration, CYP inhibition). Dataset: cyp1a2_veith. (1) The drug is NC(=O)Cn1c(=O)n(Cc2ccco2)c(=O)c2c3c(sc21)CCCCC3. The result is 1 (inhibitor). (2) The molecule is Cc1ccc(C(=O)n2cnnc2N)cc1. The result is 1 (inhibitor). (3) The drug is CCOc1nnc(C)c2c(C)n(-c3ccc(Cl)cc3)nc12. The result is 1 (inhibitor).